This data is from Peptide-MHC class II binding affinity with 134,281 pairs from IEDB. The task is: Regression. Given a peptide amino acid sequence and an MHC pseudo amino acid sequence, predict their binding affinity value. This is MHC class II binding data. (1) The peptide sequence is GELQIVDKFDAAFKI. The MHC is DRB3_0101 with pseudo-sequence DRB3_0101. The binding affinity (normalized) is 0.693. (2) The binding affinity (normalized) is 0.637. The MHC is HLA-DQA10101-DQB10501 with pseudo-sequence HLA-DQA10101-DQB10501. The peptide sequence is ALDVWALGLAIFEFV. (3) The peptide sequence is GKCDSAGRSRRSRRA. The MHC is DRB3_0202 with pseudo-sequence DRB3_0202. The binding affinity (normalized) is 0. (4) The peptide sequence is AHGIPKVPPGPNITA. The MHC is DRB1_1001 with pseudo-sequence DRB1_1001. The binding affinity (normalized) is 0.0549. (5) The binding affinity (normalized) is 0.537. The peptide sequence is CRKELAAVSVDCSEY. The MHC is HLA-DQA10102-DQB10602 with pseudo-sequence HLA-DQA10102-DQB10602. (6) The peptide sequence is NCVLKKSTNGLRIKS. The MHC is HLA-DPA10201-DPB10101 with pseudo-sequence HLA-DPA10201-DPB10101. The binding affinity (normalized) is 0.308. (7) The peptide sequence is VAANRIQLLALIATN. The MHC is HLA-DQA10101-DQB10501 with pseudo-sequence HLA-DQA10101-DQB10501. The binding affinity (normalized) is 0.185.